This data is from NCI-60 drug combinations with 297,098 pairs across 59 cell lines. The task is: Regression. Given two drug SMILES strings and cell line genomic features, predict the synergy score measuring deviation from expected non-interaction effect. (1) Drug 1: C1CN1C2=NC(=NC(=N2)N3CC3)N4CC4. Drug 2: C1=CC(=CC=C1CCCC(=O)O)N(CCCl)CCCl. Cell line: M14. Synergy scores: CSS=27.7, Synergy_ZIP=2.62, Synergy_Bliss=4.46, Synergy_Loewe=-24.5, Synergy_HSA=2.16. (2) Drug 1: CC(C1=C(C=CC(=C1Cl)F)Cl)OC2=C(N=CC(=C2)C3=CN(N=C3)C4CCNCC4)N. Drug 2: C1=CC=C(C(=C1)C(C2=CC=C(C=C2)Cl)C(Cl)Cl)Cl. Cell line: IGROV1. Synergy scores: CSS=5.62, Synergy_ZIP=-0.0912, Synergy_Bliss=4.79, Synergy_Loewe=0.562, Synergy_HSA=3.59.